From a dataset of Reaction yield outcomes from USPTO patents with 853,638 reactions. Predict the reaction yield, written as a fraction of the theoretical maximum amount of product (1.0 means a 100% yield; for example, 0.34 means a 34% yield). (1) The reactants are [Cl:1][C:2]1[CH:7]=[CH:6][C:5]([N:8]2[C:16]([CH:17]([CH:30]3[CH2:35][CH2:34][CH2:33][CH2:32][CH2:31]3)[C:18]([NH:20][C:21]3[CH:26]=[CH:25][C:24]([C:27]#[N:28])=[CH:23][C:22]=3[F:29])=[O:19])=[C:15]3[C:10]([CH2:11][CH2:12][CH2:13][CH2:14]3)=[N:9]2)=[CH:4][CH:3]=1.[NH4+].[Cl-].[N-:38]=[N+:39]=[N-:40].[Na+]. The catalyst is CN(C=O)C. The product is [Cl:1][C:2]1[CH:3]=[CH:4][C:5]([N:8]2[C:16]([CH:17]([CH:30]3[CH2:35][CH2:34][CH2:33][CH2:32][CH2:31]3)[C:18]([NH:20][C:21]3[CH:26]=[CH:25][C:24]([C:27]4[NH:40][N:39]=[N:38][N:28]=4)=[CH:23][C:22]=3[F:29])=[O:19])=[C:15]3[C:10]([CH2:11][CH2:12][CH2:13][CH2:14]3)=[N:9]2)=[CH:6][CH:7]=1. The yield is 0.333. (2) The product is [OH:9][C:4]1[CH:5]=[CH:6][C:7]([CH3:8])=[C:2]([NH:1][C:16]([C:15]2[N:11]([CH3:10])[N:12]=[C:13]([CH3:19])[CH:14]=2)=[O:17])[CH:3]=1. The catalyst is CN(C)C(=O)C. The reactants are [NH2:1][C:2]1[CH:3]=[C:4]([OH:9])[CH:5]=[CH:6][C:7]=1[CH3:8].[CH3:10][N:11]1[C:15]([C:16](Cl)=[O:17])=[CH:14][C:13]([CH3:19])=[N:12]1.C(OCC)(=O)C.O1CCCC1.C(=O)([O-])O.[Na+]. The yield is 0.630. (3) The reactants are C(O[C@H:5]([CH2:8][CH2:9][C@@H:10]([OH:23])[CH2:11][O:12]S(C1C=CC(C)=CC=1)(=O)=O)[C:6]#[CH:7])(=O)C.C([O-])([O-])=O.[K+].[K+].[NH4+].[Cl-]. The catalyst is CO. The product is [C:6]([C@@H:5]1[O:23][C@@H:10]([CH2:11][OH:12])[CH2:9][CH2:8]1)#[CH:7]. The yield is 0.990. (4) The reactants are [CH3:1][S:2]([O:5][CH:6]1[CH2:9][N:8](C(C2C=CC=CC=2)C2C=CC=CC=2)[CH2:7]1)(=[O:4])=[O:3].[Cl:23]CCOC(Cl)=O. The catalyst is ClCCl. The product is [ClH:23].[CH3:1][S:2]([O:5][CH:6]1[CH2:9][NH:8][CH2:7]1)(=[O:4])=[O:3]. The yield is 1.00. (5) The reactants are [Cl:1][C:2]1[CH:7]=[C:6](/[CH:8]=[CH:9]/[CH:10]([C:15]2[CH:20]=[C:19]([Cl:21])[CH:18]=[C:17]([Cl:22])[CH:16]=2)[C:11]([F:14])([F:13])[F:12])[CH:5]=[CH:4][C:3]=1[CH2:23][NH2:24].C1C=CC2N([OH:34])N=NC=2C=1.CCN=C=NC[CH2:41][CH2:42]N(C)C.Cl.CCN(C(C)C)C(C)C. The catalyst is CN(C=O)C.O. The product is [Cl:1][C:2]1[CH:7]=[C:6](/[CH:8]=[CH:9]/[CH:10]([C:15]2[CH:16]=[C:17]([Cl:22])[CH:18]=[C:19]([Cl:21])[CH:20]=2)[C:11]([F:13])([F:14])[F:12])[CH:5]=[CH:4][C:3]=1[CH2:23][NH:24][C:41](=[O:34])[CH3:42]. The yield is 0.600.